Dataset: Full USPTO retrosynthesis dataset with 1.9M reactions from patents (1976-2016). Task: Predict the reactants needed to synthesize the given product. (1) Given the product [CH3:23][Si:24]([C:27]#[C:28][C:2]1[CH:7]=[CH:6][C:5]([O:8][CH:9]2[CH2:14][CH2:13][CH2:12][CH2:11][O:10]2)=[C:4]([CH3:15])[CH:3]=1)([CH3:26])[CH3:25], predict the reactants needed to synthesize it. The reactants are: I[C:2]1[CH:7]=[CH:6][C:5]([O:8][CH:9]2[CH2:14][CH2:13][CH2:12][CH2:11][O:10]2)=[C:4]([CH3:15])[CH:3]=1.C(N(CC)CC)C.[CH3:23][Si:24]([C:27]#[CH:28])([CH3:26])[CH3:25]. (2) Given the product [CH:14]1([C:4]2[C:3]([CH:1]=[O:2])=[CH:12][C:7]([C:8]([O:10][CH3:11])=[O:9])=[C:6]([CH3:13])[CH:5]=2)[CH2:16][CH2:15]1, predict the reactants needed to synthesize it. The reactants are: [CH:1]([C:3]1[C:4]([CH3:14])=[CH:5][C:6]([CH3:13])=[C:7]([CH:12]=1)[C:8]([O:10][CH3:11])=[O:9])=[O:2].[CH:15]1(C2C(I)=CC(C(O)=O)=C(C)C=2)C[CH2:16]1.IC1C(C)=CC(C)=C(C=1)C(O)=O.